From a dataset of Full USPTO retrosynthesis dataset with 1.9M reactions from patents (1976-2016). Predict the reactants needed to synthesize the given product. (1) Given the product [ClH:26].[CH2:30]([N:32]([CH3:27])[C:33]([N:21]1[CH2:20][CH2:19][CH:18]([O:17][C:16]2[CH:24]=[CH:25][C:13]([O:12][CH2:11][CH2:10][CH2:9][N:5]3[CH2:6][CH2:7][CH2:8][C@H:4]3[CH3:3])=[CH:14][CH:15]=2)[CH2:23][CH2:22]1)=[O:34])[CH3:31], predict the reactants needed to synthesize it. The reactants are: Cl.Cl.[CH3:3][C@@H:4]1[CH2:8][CH2:7][CH2:6][N:5]1[CH2:9][CH2:10][CH2:11][O:12][C:13]1[CH:25]=[CH:24][C:16]([O:17][CH:18]2[CH2:23][CH2:22][NH:21][CH2:20][CH2:19]2)=[CH:15][CH:14]=1.[Cl:26][CH2:27]Cl.C[CH:30]([N:32]=[C:33]=[O:34])[CH3:31]. (2) Given the product [CH2:9]([O:8][C:6](=[O:7])[C:5]([CH2:33][C:29]1[C:28]([Cl:35])=[CH:27][C:26]([O:25][CH2:18][C:19]2[CH:20]=[CH:21][CH:22]=[CH:23][CH:24]=2)=[CH:31][C:30]=1[Cl:32])([CH2:11][CH:12]([O:13][CH3:14])[O:15][CH3:16])[C:4]([O:3][CH2:1][CH3:2])=[O:17])[CH3:10], predict the reactants needed to synthesize it. The reactants are: [CH2:1]([O:3][C:4](=[O:17])[CH:5]([CH2:11][CH:12]([O:15][CH3:16])[O:13][CH3:14])[C:6]([O:8][CH2:9][CH3:10])=[O:7])[CH3:2].[CH2:18]([O:25][C:26]1[CH:27]=[C:28]([Cl:35])[C:29]([CH2:33]Br)=[C:30]([Cl:32])[CH:31]=1)[C:19]1[CH:24]=[CH:23][CH:22]=[CH:21][CH:20]=1.Cl. (3) Given the product [Cl:3][C:4]1[CH:5]=[CH:6][C:7]([CH:10]([OH:14])[CH2:11][O:12][CH3:13])=[CH:8][CH:9]=1, predict the reactants needed to synthesize it. The reactants are: [BH4-].[Na+].[Cl:3][C:4]1[CH:9]=[CH:8][C:7]([C:10](=[O:14])[CH2:11][O:12][CH3:13])=[CH:6][CH:5]=1. (4) The reactants are: Br[CH2:2][C:3]1[CH:13]=[CH:12][C:6]([C:7]([O:9][CH2:10][CH3:11])=[O:8])=[C:5]([Cl:14])[CH:4]=1.[C-:15]#[N:16].[K+].C(O)C. Given the product [Cl:14][C:5]1[CH:4]=[C:3]([CH2:2][C:15]#[N:16])[CH:13]=[CH:12][C:6]=1[C:7]([O:9][CH2:10][CH3:11])=[O:8], predict the reactants needed to synthesize it. (5) Given the product [N+:28]([C:25]1[CH:26]=[CH:27][C:22]([S:19]([NH:18][CH2:17][C:14]2[CH:15]=[CH:16][C:11]([O:10][C:8]3[CH:7]=[CH:6][C:5]([NH:31][S:32]([C:35]4[CH:40]=[CH:39][C:38]([CH3:41])=[CH:37][CH:36]=4)(=[O:34])=[O:33])=[C:4]([CH:9]=3)[C:3]([OH:42])=[O:2])=[CH:12][CH:13]=2)(=[O:20])=[O:21])=[CH:23][CH:24]=1)([O-:30])=[O:29], predict the reactants needed to synthesize it. The reactants are: C[O:2][C:3](=[O:42])[C:4]1[CH:9]=[C:8]([O:10][C:11]2[CH:16]=[CH:15][C:14]([CH2:17][NH:18][S:19]([C:22]3[CH:27]=[CH:26][C:25]([N+:28]([O-:30])=[O:29])=[CH:24][CH:23]=3)(=[O:21])=[O:20])=[CH:13][CH:12]=2)[CH:7]=[CH:6][C:5]=1[NH:31][S:32]([C:35]1[CH:40]=[CH:39][C:38]([CH3:41])=[CH:37][CH:36]=1)(=[O:34])=[O:33].[Li+].[OH-]. (6) Given the product [F:1][C:2]1[C:9]([F:10])=[CH:8][CH:7]=[CH:6][C:3]=1[CH2:4][C:11]#[N:12], predict the reactants needed to synthesize it. The reactants are: [F:1][C:2]1[C:9]([F:10])=[CH:8][CH:7]=[CH:6][C:3]=1[CH2:4]Br.[C-:11]#[N:12].[K+]. (7) Given the product [CH3:1][O:2][C:3]1[CH:8]=[CH:7][C:6]([C:9]2[CH:14]=[CH:13][C:12]([C:15]([OH:17])=[O:16])=[CH:11][C:10]=2[CH3:19])=[CH:5][C:4]=1[C:20]1[CH:25]=[CH:24][C:23]([C:26]([F:27])([F:28])[F:29])=[CH:22][C:21]=1[CH2:30][N:31]1[C@@H:35]([CH3:36])[C@@H:34]([C:37]2[CH:38]=[C:39]([F:45])[C:40]([F:44])=[C:41]([F:43])[CH:42]=2)[O:33][C:32]1=[O:46], predict the reactants needed to synthesize it. The reactants are: [CH3:1][O:2][C:3]1[CH:8]=[CH:7][C:6]([C:9]2[CH:14]=[CH:13][C:12]([C:15]([O:17]C)=[O:16])=[CH:11][C:10]=2[CH3:19])=[CH:5][C:4]=1[C:20]1[CH:25]=[CH:24][C:23]([C:26]([F:29])([F:28])[F:27])=[CH:22][C:21]=1[CH2:30][N:31]1[C@@H:35]([CH3:36])[C@@H:34]([C:37]2[CH:42]=[C:41]([F:43])[C:40]([F:44])=[C:39]([F:45])[CH:38]=2)[O:33][C:32]1=[O:46].[OH-].[K+].